Dataset: Full USPTO retrosynthesis dataset with 1.9M reactions from patents (1976-2016). Task: Predict the reactants needed to synthesize the given product. (1) Given the product [Cl:12][C:10]1[C:9]2[C:4](=[CH:5][C:6]([O:13][CH3:14])=[CH:7][CH:8]=2)[N:31]=[C:30]([N:25]2[CH:26]=[CH:27][C:23]([C:22]([F:29])([F:28])[F:21])=[N:24]2)[CH:11]=1, predict the reactants needed to synthesize it. The reactants are: ClN1[CH:11]=[C:10]([Cl:12])[C:9]2[C:4](=[CH:5][C:6]([O:13][CH3:14])=[CH:7][CH:8]=2)C1.C([O-])([O-])=O.[Cs+].[Cs+].[F:21][C:22]([F:29])([F:28])[C:23]1[CH:27]=[CH:26][NH:25][N:24]=1.[CH3:30][N:31](C=O)C. (2) Given the product [NH2:1][C@@H:4]([CH2:9][CH2:10][CH2:11][CH2:12][CH2:13][CH2:14][CH2:15][CH2:16][CH2:17][CH2:18][CH2:19][CH2:20][CH3:21])[CH2:5][C:6]([NH2:8])=[O:7], predict the reactants needed to synthesize it. The reactants are: [N:1]([C@@H:4]([CH2:9][CH2:10][CH2:11][CH2:12][CH2:13][CH2:14][CH2:15][CH2:16][CH2:17][CH2:18][CH2:19][CH2:20][CH3:21])[CH2:5][C:6]([NH2:8])=[O:7])=[N+]=[N-].